The task is: Predict the reaction yield, written as a fraction of the theoretical maximum amount of product (1.0 means a 100% yield; for example, 0.34 means a 34% yield).. This data is from Reaction yield outcomes from USPTO patents with 853,638 reactions. (1) The reactants are [Br:1][C:2]1[CH:3]=[C:4]2[C:11]3([C:15](=[O:16])[N:14]([CH3:17])[C:13](SC)=[N:12]3)[CH2:10][CH:9]([CH:20]3[CH2:25][CH2:24][CH2:23][CH2:22][CH2:21]3)[O:8][C:5]2=[CH:6][CH:7]=1.[NH4+:26].[I-]. The catalyst is N.CCO. The product is [NH2:26][C:13]1[N:14]([CH3:17])[C:15](=[O:16])[C:11]2([C:4]3[C:5](=[CH:6][CH:7]=[C:2]([Br:1])[CH:3]=3)[O:8][CH:9]([CH:20]3[CH2:25][CH2:24][CH2:23][CH2:22][CH2:21]3)[CH2:10]2)[N:12]=1. The yield is 0.570. (2) The reactants are [CH2:1]([O:3][C@@H:4]1[CH2:8][N:7]([C:9](=[O:19])[C@H:10]([CH:16]([CH3:18])[CH3:17])[NH:11][C:12]([O:14][CH3:15])=[O:13])[C@H:6]([C:20]2[NH:24][C:23]3[C:25]4[C:30]([CH:31]=[CH:32][C:22]=3[N:21]=2)=[CH:29][C:28]2[C:33]3[C:38]([CH2:39][O:40][C:27]=2[CH:26]=4)=[CH:37][C:36]([C:41]2[NH:45][C:44]([C@@H:46]4[CH2:50][CH2:49][CH2:48][N:47]4C(OC(C)(C)C)=O)=[N:43][CH:42]=2)=[CH:35][CH:34]=3)[CH2:5]1)[CH3:2].Cl.[CH3:59][O:60][C:61]([NH:63][C@@H:64]([CH:68]([CH3:70])[CH3:69])[C:65](O)=[O:66])=[O:62].CN(C(ON1N=NC2C=CC=NC1=2)=[N+](C)C)C.F[P-](F)(F)(F)(F)F.CCN(C(C)C)C(C)C. The catalyst is C(Cl)Cl.CO.CN(C=O)C.[Li+].[OH-]. The product is [CH2:1]([O:3][C@@H:4]1[CH2:8][N:7]([C:9](=[O:19])[C@@H:10]([NH:11][C:12]([O:14][CH3:15])=[O:13])[CH:16]([CH3:18])[CH3:17])[C@H:6]([C:20]2[NH:24][C:23]3[C:25]4[C:30]([CH:31]=[CH:32][C:22]=3[N:21]=2)=[CH:29][C:28]2[C:33]3[C:38]([CH2:39][O:40][C:27]=2[CH:26]=4)=[CH:37][C:36]([C:41]2[NH:45][C:44]([C@@H:46]4[CH2:50][CH2:49][CH2:48][N:47]4[C:65](=[O:66])[C@@H:64]([NH:63][C:61](=[O:62])[O:60][CH3:59])[CH:68]([CH3:70])[CH3:69])=[N:43][CH:42]=2)=[CH:35][CH:34]=3)[CH2:5]1)[CH3:2]. The yield is 0.170. (3) The reactants are F[C:2]1[C:7]([N:8]2[CH2:13][CH2:12][N:11]([CH3:14])[CH2:10][CH2:9]2)=[CH:6][CH:5]=[C:4]([N+:15]([O-])=O)[C:3]=1[NH2:18]. The catalyst is O=[Mn]=O.CCOC(C)=O. The product is [CH:14]1([N:11]2[CH2:12][CH2:13][N:8]([C:7]3[CH:2]=[C:3]([NH2:18])[C:4]([NH2:15])=[CH:5][CH:6]=3)[CH2:9][CH2:10]2)[CH2:4][CH2:3][CH2:2][CH2:7]1. The yield is 0.940. (4) The yield is 0.850. The catalyst is O.ClCCl.C(#N)C.C(N(CC([O-])=O)CC(O)=O)CN(CC([O-])=O)CC(O)=O.[Na+].[Na+]. The product is [CH3:17][C:9]1[C:8]([CH3:7])=[CH:13][CH:12]=[CH:11][C:10]=1[CH2:14][CH:15]1[CH2:1][O:4]1. The reactants are [C:1]([O-:4])([O-])=O.[K+].[K+].[CH3:7][C:8]1[CH:13]=[CH:12][CH:11]=[C:10]([CH2:14][CH:15]=C)[C:9]=1[CH3:17].FC(F)(F)C(C)=O.OO. (5) The reactants are [CH3:1][CH:2]1[CH2:7][CH2:6][CH2:5][CH:4]([CH3:8])[CH:3]1[O:9][C:10]1[CH:11]=[CH:12][C:13]2[CH2:14][N:15](C(OC(C)(C)C)=O)[CH2:16][CH2:17][O:18][C:19]=2[N:20]=1.[ClH:28].C(OCC)(=O)C. The product is [ClH:28].[CH3:1][CH:2]1[CH2:7][CH2:6][CH2:5][CH:4]([CH3:8])[CH:3]1[O:9][C:10]1[CH:11]=[CH:12][C:13]2[CH2:14][NH:15][CH2:16][CH2:17][O:18][C:19]=2[N:20]=1. The yield is 0.510. No catalyst specified. (6) The reactants are [CH2:1]([O:3][C:4]([C:6]1[S:16][C:9]2[N:10]=[C:11]([NH2:15])[N:12]=[C:13](Cl)[C:8]=2[CH:7]=1)=[O:5])[CH3:2].[CH3:17][C:18]1[CH:25]=[CH:24][C:21]([CH:22]=[O:23])=[CH:20][C:19]=1B1OC(C)(C)C(C)(C)O1.C(=O)([O-])O.[Na+].CN(C=O)C. The catalyst is [Pd](Cl)Cl.C1(P(C2C=CC=CC=2)C2C=CC=CC=2)C=CC=CC=1.C1(P(C2C=CC=CC=2)C2C=CC=CC=2)C=CC=CC=1.O. The product is [CH2:1]([O:3][C:4]([C:6]1[S:16][C:9]2[N:10]=[C:11]([NH2:15])[N:12]=[C:13]([C:25]3[CH:24]=[C:21]([CH:22]=[O:23])[CH:20]=[CH:19][C:18]=3[CH3:17])[C:8]=2[CH:7]=1)=[O:5])[CH3:2]. The yield is 0.560. (7) The product is [Cl:2][C:3]1[CH:8]=[CH:7][N:6]=[C:5]([C:9]([NH:14][CH3:13])=[O:11])[CH:4]=1. The reactants are Cl.[Cl:2][C:3]1[CH:8]=[CH:7][N:6]=[C:5]([C:9]([O:11]C)=O)[CH:4]=1.[CH3:13][NH2:14]. The catalyst is CO.C1COCC1. The yield is 0.970. (8) The reactants are [NH2:1][C:2]1[C:3]([CH3:13])=[C:4]([CH:9]=[C:10]([Br:12])[CH:11]=1)[C:5]([O:7][CH3:8])=[O:6].[C:14]1(=O)[CH2:18][CH2:17][CH2:16][CH2:15]1.C(O)(=O)C.C([BH3-])#N.[Na+]. The catalyst is CO. The product is [Br:12][C:10]1[CH:11]=[C:2]([NH:1][CH:14]2[CH2:18][CH2:17][CH2:16][CH2:15]2)[C:3]([CH3:13])=[C:4]([CH:9]=1)[C:5]([O:7][CH3:8])=[O:6]. The yield is 0.782.